The task is: Predict the reaction yield, written as a fraction of the theoretical maximum amount of product (1.0 means a 100% yield; for example, 0.34 means a 34% yield).. This data is from Reaction yield outcomes from USPTO patents with 853,638 reactions. (1) The reactants are Cl.[NH2:2][C:3]1[C:12]2[N:13]=[C:14]([CH2:39][CH2:40][O:41][CH3:42])[N:15]([CH2:16][CH2:17][CH2:18][N:19]([CH2:24][C:25]3[CH:26]=[CH:27][C:28]([CH3:38])=[C:29]([CH:37]=3)[O:30][CH2:31][C:32]([O:34][CH2:35][CH3:36])=[O:33])[C:20](=[O:23])[CH2:21]Cl)[C:11]=2[C:10]2[CH:9]=[CH:8][CH:7]=[CH:6][C:5]=2[N:4]=1.[CH2:43]([NH:45][CH2:46][CH3:47])[CH3:44]. No catalyst specified. The product is [NH2:2][C:3]1[C:12]2[N:13]=[C:14]([CH2:39][CH2:40][O:41][CH3:42])[N:15]([CH2:16][CH2:17][CH2:18][N:19]([CH2:24][C:25]3[CH:26]=[CH:27][C:28]([CH3:38])=[C:29]([CH:37]=3)[O:30][CH2:31][C:32]([O:34][CH2:35][CH3:36])=[O:33])[C:20](=[O:23])[CH2:21][N:45]([CH2:46][CH3:47])[CH2:43][CH3:44])[C:11]=2[C:10]2[CH:9]=[CH:8][CH:7]=[CH:6][C:5]=2[N:4]=1. The yield is 0.970. (2) The reactants are Br[C:2]1[N:10]=[CH:9][C:8]2[NH:7][C:6]3[N:11]=[CH:12][C:13]([C:15]4[CH:20]=[CH:19][C:18]([CH2:21][N:22]5[CH2:27][CH2:26][CH:25]([C:28]([F:31])([F:30])[F:29])[CH2:24][CH2:23]5)=[CH:17][CH:16]=4)=[CH:14][C:5]=3[C:4]=2[CH:3]=1.[CH3:32][N:33]1[CH:37]=[C:36](B2OC(C)(C)C(C)(C)O2)[CH:35]=[N:34]1. The catalyst is C(#N)C.C(=O)([O-])[O-].[Na+].[Na+]. The product is [CH3:32][N:33]1[CH:37]=[C:36]([C:2]2[N:10]=[CH:9][C:8]3[NH:7][C:6]4[N:11]=[CH:12][C:13]([C:15]5[CH:20]=[CH:19][C:18]([CH2:21][N:22]6[CH2:27][CH2:26][CH:25]([C:28]([F:30])([F:29])[F:31])[CH2:24][CH2:23]6)=[CH:17][CH:16]=5)=[CH:14][C:5]=4[C:4]=3[CH:3]=2)[CH:35]=[N:34]1. The yield is 0.310. (3) The reactants are C1CO[C:8]2[CH:7]=[CH:6][C:5]([NH:11][C:12]3[C:17]([F:18])=[CH:16][N:15]=[C:14]([NH:19][C:20]4[CH:25]=[CH:24][CH:23]=[C:22](O)C=4)[N:13]=3)=[CH:4][C:3]=2[O:2]1.Cl[C:28]1N=C(NC2C=CC=C(O)C=2)C(F)=C[N:29]=1.N1C=CC=C(CN)C=1. No catalyst specified. The product is [F:18][C:17]1[C:12]([NH:11][C:5]2[CH:6]=[CH:7][CH:8]=[C:3]([OH:2])[CH:4]=2)=[N:13][C:14]([NH:19][CH2:20][C:25]2[CH:28]=[N:29][CH:22]=[CH:23][CH:24]=2)=[N:15][CH:16]=1. The yield is 0.620. (4) The reactants are [CH2:1]=O.[CH3:3][N:4]1[CH2:9][CH2:8][NH:7][CH2:6][CH2:5]1.[NH2:10][C:11]1[C:16]2=[C:17]([C:26]3[CH:31]=[CH:30][C:29]([NH:32][C:33]([NH:35][C:36]4[CH:41]=[C:40]([C:42]([F:45])([F:44])[F:43])[CH:39]=[CH:38][N:37]=4)=[O:34])=[CH:28][CH:27]=3)[C:18]([C:20]([N:22]([O:24][CH3:25])[CH3:23])=[O:21])=[CH:19][N:15]2[N:14]=[CH:13][N:12]=1. The catalyst is CC(O)=O. The product is [NH2:10][C:11]1[C:16]2=[C:17]([C:26]3[CH:31]=[CH:30][C:29]([NH:32][C:33]([NH:35][C:36]4[CH:41]=[C:40]([C:42]([F:45])([F:44])[F:43])[CH:39]=[CH:38][N:37]=4)=[O:34])=[CH:28][CH:27]=3)[C:18]([C:20]([N:22]([O:24][CH3:25])[CH3:23])=[O:21])=[C:19]([CH2:3][N:4]3[CH2:9][CH2:8][N:7]([CH3:1])[CH2:6][CH2:5]3)[N:15]2[N:14]=[CH:13][N:12]=1. The yield is 0.545. (5) The reactants are [C:1]([C:3]1[CH:8]=[CH:7][C:6]([N:9]2[C:13]([C:14](OCC)=[O:15])=[CH:12][N:11]=[CH:10]2)=[CH:5][CH:4]=1)#[N:2].[H-].[H-].[H-].[H-].[Li+].[Al+3]. The catalyst is O1CCCC1. The product is [OH:15][CH2:14][C:13]1[N:9]([C:6]2[CH:7]=[CH:8][C:3]([C:1]#[N:2])=[CH:4][CH:5]=2)[CH:10]=[N:11][CH:12]=1. The yield is 0.870. (6) The reactants are Br[C:2]1[CH:3]=[CH:4][C:5]2[O:14][CH2:13][CH2:12][C:11]3[S:10][C:9]([C:15]4[N:16]([CH:20]([CH3:22])[CH3:21])[N:17]=[CH:18][N:19]=4)=[N:8][C:7]=3[C:6]=2[CH:23]=1.[F:24][C:25]1[N:30]=[CH:29][C:28](B(O)O)=[CH:27][CH:26]=1. No catalyst specified. The product is [F:24][C:25]1[N:30]=[CH:29][C:28]([C:2]2[CH:3]=[CH:4][C:5]3[O:14][CH2:13][CH2:12][C:11]4[S:10][C:9]([C:15]5[N:16]([CH:20]([CH3:22])[CH3:21])[N:17]=[CH:18][N:19]=5)=[N:8][C:7]=4[C:6]=3[CH:23]=2)=[CH:27][CH:26]=1. The yield is 0.300. (7) The reactants are [Si:1]([O:8][CH2:9][C:10]1[CH:11]=[C:12]([CH:24]=[C:25]([CH2:27][O:28][Si:29]([C:32]([CH3:35])([CH3:34])[CH3:33])([CH3:31])[CH3:30])[CH:26]=1)[NH:13][CH2:14][CH2:15][O:16][CH2:17][CH2:18][O:19][CH2:20][CH2:21][O:22][CH3:23])([C:4]([CH3:7])([CH3:6])[CH3:5])([CH3:3])[CH3:2].[CH3:36][C:37]([S:44][S:45][CH3:46])([CH3:43])[CH2:38][CH2:39][C:40](O)=[O:41].C(Cl)CCl. The catalyst is ClCCl.CN(C1C=CN=CC=1)C.O. The product is [Si:1]([O:8][CH2:9][C:10]1[CH:11]=[C:12]([N:13]([CH2:14][CH2:15][O:16][CH2:17][CH2:18][O:19][CH2:20][CH2:21][O:22][CH3:23])[C:40](=[O:41])[CH2:39][CH2:38][C:37]([CH3:43])([S:44][S:45][CH3:46])[CH3:36])[CH:24]=[C:25]([CH2:27][O:28][Si:29]([C:32]([CH3:35])([CH3:34])[CH3:33])([CH3:30])[CH3:31])[CH:26]=1)([C:4]([CH3:5])([CH3:7])[CH3:6])([CH3:3])[CH3:2]. The yield is 0.480.